Dataset: Reaction yield outcomes from USPTO patents with 853,638 reactions. Task: Predict the reaction yield, written as a fraction of the theoretical maximum amount of product (1.0 means a 100% yield; for example, 0.34 means a 34% yield). (1) The reactants are [CH3:1][O:2][C:3]1[CH:8]=[CH:7][C:6]([C:9]2[CH:17]=[CH:16][CH:15]=[C:14]3[C:10]=2[CH2:11][C:12](=[O:18])[NH:13]3)=[CH:5][CH:4]=1.[N:19]1([CH2:24][CH2:25][NH:26][C:27]([C:29]2[CH:33]=[C:32]([CH3:34])[NH:31][C:30]=2[CH:35]=O)=[O:28])[CH2:23][CH2:22][CH2:21][CH2:20]1. The catalyst is C(O)C.N1CCCCC1. The product is [N:19]1([CH2:24][CH2:25][NH:26][C:27]([C:29]2[CH:33]=[C:32]([CH3:34])[NH:31][C:30]=2[CH:35]=[C:11]2[C:10]3[C:14](=[CH:15][CH:16]=[CH:17][C:9]=3[C:6]3[CH:7]=[CH:8][C:3]([O:2][CH3:1])=[CH:4][CH:5]=3)[NH:13][C:12]2=[O:18])=[O:28])[CH2:23][CH2:22][CH2:21][CH2:20]1. The yield is 0.770. (2) The reactants are Cl.[F:2][C:3]1([C:16]2[CH:21]=[CH:20][CH:19]=[CH:18][CH:17]=2)[CH2:8][CH2:7][N:6](C(OC(C)(C)C)=O)[CH2:5][CH2:4]1. The catalyst is O1CCOCC1. The product is [F:2][C:3]1([C:16]2[CH:21]=[CH:20][CH:19]=[CH:18][CH:17]=2)[CH2:8][CH2:7][NH:6][CH2:5][CH2:4]1. The yield is 0.870. (3) The reactants are [CH3:1][C:2]1[CH2:3][CH2:4][C:5](=[O:22])[NH:6][C@H:7]([C:16]2[CH:21]=[CH:20][CH:19]=[CH:18][CH:17]=2)[CH2:8][O:9][C:10](=[O:15])[C@H:11]([CH3:14])[CH2:12][CH:13]=1. The catalyst is C1COCC1.[Pd]. The product is [CH3:1][CH:2]1[CH2:13][CH2:12][C@@H:11]([CH3:14])[C:10](=[O:15])[O:9][CH2:8][C@@H:7]([C:16]2[CH:21]=[CH:20][CH:19]=[CH:18][CH:17]=2)[NH:6][C:5](=[O:22])[CH2:4][CH2:3]1. The yield is 0.930. (4) The reactants are [NH2:1][C:2]1[CH:3]=[C:4]([CH:7]=[CH:8][N:9]=1)[C:5]#[N:6].C1C(=O)N([Br:17])C(=O)C1. The catalyst is CN(C=O)C.CCOC(C)=O. The product is [NH2:1][C:2]1[CH:3]=[C:4]([C:7]([Br:17])=[CH:8][N:9]=1)[C:5]#[N:6]. The yield is 0.780. (5) The reactants are [O:1]1[C:5]2[CH:6]=[CH:7][C:8]([C:10]([O:12]C)=[O:11])=[CH:9][C:4]=2[CH:3]=[CH:2]1. The catalyst is CO.[OH-].[Na+]. The product is [O:1]1[C:5]2[CH:6]=[CH:7][C:8]([C:10]([OH:12])=[O:11])=[CH:9][C:4]=2[CH:3]=[CH:2]1. The yield is 0.980. (6) The reactants are Cl[C:2]1[N:3]=[C:4]([OH:12])[C:5]2[CH:11]=[CH:10][N:9]=[CH:8][C:6]=2[N:7]=1.[CH3:13][N:14]([C:22]1[CH:27]=[CH:26][CH:25]=[CH:24][CH:23]=1)[C:15]1[CH:20]=[CH:19][C:18]([OH:21])=[CH:17][CH:16]=1. No catalyst specified. The product is [CH3:13][N:14]([C:22]1[CH:23]=[CH:24][CH:25]=[CH:26][CH:27]=1)[C:15]1[CH:20]=[CH:19][C:18]([O:21][C:2]2[N:3]=[C:4]([OH:12])[C:5]3[CH:11]=[CH:10][N:9]=[CH:8][C:6]=3[N:7]=2)=[CH:17][CH:16]=1. The yield is 0.180. (7) The reactants are [CH3:1][O:2][N:3]([CH3:22])[C:4](=[O:21])[C:5]1[CH:10]=[CH:9][C:8]([C:11]([F:14])([F:13])[F:12])=[N:7][C:6]=1[C:15]#[C:16][Si](C)(C)C.[OH-].[Na+]. The catalyst is C1COCC1.CO.O. The product is [C:15]([C:6]1[N:7]=[C:8]([C:11]([F:14])([F:12])[F:13])[CH:9]=[CH:10][C:5]=1[C:4]([N:3]([O:2][CH3:1])[CH3:22])=[O:21])#[CH:16]. The yield is 0.990.